Dataset: Forward reaction prediction with 1.9M reactions from USPTO patents (1976-2016). Task: Predict the product of the given reaction. Given the reactants [NH2:1][C@@H:2]1[CH2:7][CH2:6][C@H:5]([NH:8][C:9](=[O:15])[O:10][C:11]([CH3:14])([CH3:13])[CH3:12])[CH2:4][CH2:3]1.Br[C:17]1[CH:22]=[CH:21][C:20]([CH3:23])=[CH:19][N:18]=1.C([O-])(=O)C.[Cs+], predict the reaction product. The product is: [C:11]([O:10][C:9](=[O:15])[NH:8][C@H:5]1[CH2:6][CH2:7][C@@H:2]([NH:1][C:17]2[CH:22]=[CH:21][C:20]([CH3:23])=[CH:19][N:18]=2)[CH2:3][CH2:4]1)([CH3:12])([CH3:14])[CH3:13].